This data is from Reaction yield outcomes from USPTO patents with 853,638 reactions. The task is: Predict the reaction yield, written as a fraction of the theoretical maximum amount of product (1.0 means a 100% yield; for example, 0.34 means a 34% yield). The reactants are [C:1]([NH:5][CH2:6][C@@H:7]1[O:11][C:10](=[O:12])[N:9]([C:13]2[CH:18]=[CH:17][C:16]([N:19]3[CH2:24][CH2:23][O:22][CH2:21][C:20]3=[O:25])=[CH:15][CH:14]=2)[CH2:8]1)([CH3:4])([CH3:3])[CH3:2].CCN(CC)CC.[Cl:33][C:34]1[S:38][C:37]([C:39](Cl)=[O:40])=[CH:36][CH:35]=1. The catalyst is C(Cl)Cl. The product is [Cl:33][C:34]1[S:38][C:37]([C:39]([N:5]([C:1]([CH3:4])([CH3:2])[CH3:3])[CH2:6][C@@H:7]2[O:11][C:10](=[O:12])[N:9]([C:13]3[CH:14]=[CH:15][C:16]([N:19]4[CH2:24][CH2:23][O:22][CH2:21][C:20]4=[O:25])=[CH:17][CH:18]=3)[CH2:8]2)=[O:40])=[CH:36][CH:35]=1. The yield is 0.510.